Dataset: Forward reaction prediction with 1.9M reactions from USPTO patents (1976-2016). Task: Predict the product of the given reaction. (1) Given the reactants [CH:1]1[C:10]2[C:5](=[CH:6][CH:7]=[CH:8][CH:9]=2)[CH:4]=[CH:3][C:2]=1[C:11]([OH:13])=O.C1(C)C=CC=C(C)C=1.S(Cl)([Cl:24])=O, predict the reaction product. The product is: [CH:1]1[C:10]2[C:5](=[CH:6][CH:7]=[CH:8][CH:9]=2)[CH:4]=[CH:3][C:2]=1[C:11]([Cl:24])=[O:13]. (2) The product is: [Cl:10][CH2:11][C:12]([NH:1][C:2]1[CH:9]=[CH:8][CH:7]=[CH:6][C:3]=1[CH2:4][OH:5])=[O:13]. Given the reactants [NH2:1][C:2]1[CH:9]=[CH:8][CH:7]=[CH:6][C:3]=1[CH2:4][OH:5].[Cl:10][CH2:11][C:12](Cl)=[O:13], predict the reaction product.